From a dataset of Full USPTO retrosynthesis dataset with 1.9M reactions from patents (1976-2016). Predict the reactants needed to synthesize the given product. (1) The reactants are: [CH3:1][CH:2]([O:4][C:5]1[CH:11]=[CH:10][CH:9]=[CH:8][C:6]=1[NH2:7])[CH3:3].P(=O)(O)(O)O.[N+]([O-])(O)=O.[N:21]([O-])=O.[Na+].C([O-])(=O)C.[K+].[C:30]([CH2:33][C:34](=[O:36])[CH3:35])(=[O:32])[CH3:31]. Given the product [CH3:3][CH:2]([O:4][C:5]1[CH:11]=[CH:10][CH:9]=[CH:8][C:6]=1[NH:7][N:21]=[C:33]([C:34](=[O:36])[CH3:35])[C:30](=[O:32])[CH3:31])[CH3:1], predict the reactants needed to synthesize it. (2) Given the product [CH3:12][C:6]1[N:7]=[C:8]2[C:3]([C:2]([NH:13][C:14]3[CH:19]=[C:18]([O:20][CH2:21][C:22]4[CH:27]=[CH:26][CH:25]=[C:24]([N+:28]([O-:30])=[O:29])[CH:23]=4)[CH:17]=[CH:16][C:15]=3[S:31][C:32]3[CH:37]=[CH:36][C:35]([NH:38][C:39](=[O:41])[CH3:40])=[CH:34][CH:33]=3)=[CH:11][CH:10]=[N:9]2)=[CH:4][CH:5]=1, predict the reactants needed to synthesize it. The reactants are: Cl[C:2]1[CH:11]=[CH:10][N:9]=[C:8]2[C:3]=1[CH:4]=[CH:5][C:6]([CH3:12])=[N:7]2.[NH2:13][C:14]1[CH:19]=[C:18]([O:20][CH2:21][C:22]2[CH:27]=[CH:26][CH:25]=[C:24]([N+:28]([O-:30])=[O:29])[CH:23]=2)[CH:17]=[CH:16][C:15]=1[S:31][C:32]1[CH:37]=[CH:36][C:35]([NH:38][C:39](=[O:41])[CH3:40])=[CH:34][CH:33]=1. (3) Given the product [CH3:1][O:2][C:3]1[CH:4]=[N:5][C:6]2[C:11]([N:12]=1)=[CH:10][C:9]([C:13]([OH:15])=[O:14])=[CH:8][CH:7]=2, predict the reactants needed to synthesize it. The reactants are: [CH3:1][O:2][C:3]1[CH:4]=[N:5][C:6]2[C:11]([N:12]=1)=[CH:10][C:9]([C:13]([O-:15])=[O:14])=[CH:8][CH:7]=2.[OH-].[Na+].